This data is from Peptide-MHC class I binding affinity with 185,985 pairs from IEDB/IMGT. The task is: Regression. Given a peptide amino acid sequence and an MHC pseudo amino acid sequence, predict their binding affinity value. This is MHC class I binding data. The peptide sequence is EKLKKKSAF. The MHC is HLA-A31:01 with pseudo-sequence HLA-A31:01. The binding affinity (normalized) is 0.0847.